This data is from Full USPTO retrosynthesis dataset with 1.9M reactions from patents (1976-2016). The task is: Predict the reactants needed to synthesize the given product. (1) Given the product [C:15]([C:19]1[CH:20]=[CH:21][C:22]([OH:27])=[C:23]([C:24]2[NH:1][N:2]=[C:3]([C:4]3[CH:5]=[N:6][CH:7]=[CH:8][C:9]=3[C:10]([F:11])([F:12])[F:13])[N:14]=2)[CH:26]=1)([CH3:18])([CH3:17])[CH3:16], predict the reactants needed to synthesize it. The reactants are: [NH2:1][NH:2][C:3](=[NH:14])[C:4]1[C:9]([C:10]([F:13])([F:12])[F:11])=[CH:8][CH:7]=[N:6][CH:5]=1.[C:15]([C:19]1[CH:20]=[CH:21][C:22]([OH:27])=[C:23]([CH:26]=1)[CH:24]=O)([CH3:18])([CH3:17])[CH3:16]. (2) Given the product [Cl:22][C:19]1[CH:20]=[CH:21][C:16]([S:13]([NH:12][C:11]2[C:6]([C:4]3[C:3]4[C:2](=[CH:31][CH:30]=[CH:29][CH:28]=4)[NH:1][C:37](=[O:38])[N:36]=3)=[N:7][CH:8]=[C:9]([Cl:27])[CH:10]=2)(=[O:15])=[O:14])=[CH:17][C:18]=1[C:23]([F:24])([F:25])[F:26], predict the reactants needed to synthesize it. The reactants are: [NH2:1][C:2]1[CH:31]=[CH:30][CH:29]=[CH:28][C:3]=1[C:4]([C:6]1[C:11]([NH:12][S:13]([C:16]2[CH:21]=[CH:20][C:19]([Cl:22])=[C:18]([C:23]([F:26])([F:25])[F:24])[CH:17]=2)(=[O:15])=[O:14])=[CH:10][C:9]([Cl:27])=[CH:8][N:7]=1)=O.[Si]([N:36]=[C:37]=[O:38])(C)(C)C. (3) Given the product [C:24]([O:23][C:21]([N:16]1[CH2:17][CH2:18][O:19][CH2:20][CH:15]1[CH:13]=[O:12])=[O:22])([CH3:27])([CH3:26])[CH3:25], predict the reactants needed to synthesize it. The reactants are: [H-].C([Al+]CC(C)C)C(C)C.C[O:12][C:13]([CH:15]1[CH2:20][O:19][CH2:18][CH2:17][N:16]1[C:21]([O:23][C:24]([CH3:27])([CH3:26])[CH3:25])=[O:22])=O. (4) Given the product [C:30]([C:32]1[C@@H:37]([C:38]2[CH:43]=[CH:42][C:41]([C:44]#[N:45])=[CH:40][CH:39]=2)[N:36]2[N:46]=[C:47]([N:49]([CH2:26][CH:27]([CH3:29])[CH3:28])[C:50](=[O:59])[O:51][CH2:52][C:53]3[CH:58]=[CH:57][CH:56]=[CH:55][CH:54]=3)[N:48]=[C:35]2[N:34]([C:60]2[CH:65]=[CH:64][CH:63]=[C:62]([C:66]([F:69])([F:68])[F:67])[CH:61]=2)[C:33]=1[CH3:70])#[N:31], predict the reactants needed to synthesize it. The reactants are: C(=O)([O-])[O-].[K+].[K+].C1OCCOCCOCCOCCOCCOC1.I[CH2:26][CH:27]([CH3:29])[CH3:28].[C:30]([C:32]1[C@@H:37]([C:38]2[CH:43]=[CH:42][C:41]([C:44]#[N:45])=[CH:40][CH:39]=2)[N:36]2[N:46]=[C:47]([NH:49][C:50](=[O:59])[O:51][CH2:52][C:53]3[CH:58]=[CH:57][CH:56]=[CH:55][CH:54]=3)[N:48]=[C:35]2[N:34]([C:60]2[CH:65]=[CH:64][CH:63]=[C:62]([C:66]([F:69])([F:68])[F:67])[CH:61]=2)[C:33]=1[CH3:70])#[N:31].C(O)(=O)C. (5) Given the product [CH3:46][O:45][C:43]([C:40]1[CH:39]=[CH:38][C:37]([CH2:36][CH:23](/[CH:22]=[CH:21]/[C:16]2[CH:17]=[CH:18][CH:19]=[CH:20][C:15]=2[O:14][CH2:13][CH2:12][CH2:11][N:1]2[CH2:6][CH2:5][O:4][CH2:3][C:2]2=[O:7])[CH2:24][CH2:25][C:26]2[CH:35]=[CH:34][C:29]([C:30]([O:32][CH3:33])=[O:31])=[CH:28][CH:27]=2)=[CH:42][CH:41]=1)=[O:44], predict the reactants needed to synthesize it. The reactants are: [NH:1]1[CH2:6][CH2:5][O:4][CH2:3][C:2]1=[O:7].[H-].[Na+].Br[CH2:11][CH2:12][CH2:13][O:14][C:15]1[CH:20]=[CH:19][CH:18]=[CH:17][C:16]=1/[CH:21]=[CH:22]/[CH:23]([CH2:36][C:37]1[CH:42]=[CH:41][C:40]([C:43]([O:45][CH3:46])=[O:44])=[CH:39][CH:38]=1)[CH2:24][CH2:25][C:26]1[CH:35]=[CH:34][C:29]([C:30]([O:32][CH3:33])=[O:31])=[CH:28][CH:27]=1.[Cl-].[NH4+].